This data is from CYP2C19 inhibition data for predicting drug metabolism from PubChem BioAssay. The task is: Regression/Classification. Given a drug SMILES string, predict its absorption, distribution, metabolism, or excretion properties. Task type varies by dataset: regression for continuous measurements (e.g., permeability, clearance, half-life) or binary classification for categorical outcomes (e.g., BBB penetration, CYP inhibition). Dataset: cyp2c19_veith. (1) The drug is Cc1cccc(N2CC(O)=C(c3nc4ccccc4n3C)C2=N)c1. The result is 0 (non-inhibitor). (2) The drug is CCN1C(=O)[C@H]2CC[C@@H]3/C(=N\NC(=O)OCc4ccc(OC)cc4)C[C@@H](O)[C@@H](O)[C@@H]3[C@@H]2C1=O. The result is 0 (non-inhibitor). (3) The drug is Cc1c(Cl)cccc1N1C(=O)C(N2C(=O)c3cccc([N+](=O)[O-])c3C2=O)C1c1cccs1. The result is 1 (inhibitor). (4) The molecule is CCOc1ccc(OCCOc2ncnc3ccccc23)cc1. The result is 1 (inhibitor). (5) The compound is O=c1cc(C(F)(F)F)[nH]c(=O)n1C1CCCCC1. The result is 1 (inhibitor). (6) The drug is [N-]=[N+]=Nc1ccc([As](=O)(O)O)cc1. The result is 0 (non-inhibitor).